This data is from Reaction yield outcomes from USPTO patents with 853,638 reactions. The task is: Predict the reaction yield, written as a fraction of the theoretical maximum amount of product (1.0 means a 100% yield; for example, 0.34 means a 34% yield). (1) The reactants are [CH2:1]([O:3][C:4](=[O:14])[CH2:5][CH2:6][C:7]1[CH:12]=[CH:11][CH:10]=[C:9](Br)[CH:8]=1)[CH3:2].C([Sn](CCCC)(CCCC)[C:20]1[O:21][CH:22]=[CH:23][CH:24]=1)CCC. The catalyst is O1CCOCC1. The product is [CH2:1]([O:3][C:4](=[O:14])[CH2:5][CH2:6][C:7]1[CH:12]=[CH:11][CH:10]=[C:9]([C:20]2[O:21][CH:22]=[CH:23][CH:24]=2)[CH:8]=1)[CH3:2]. The yield is 0.900. (2) The reactants are Br[C:2]1[CH:3]=[C:4]([O:24][C:25]2[C:26]([CH3:31])=[N:27][CH:28]=[CH:29][CH:30]=2)[C:5]([NH:8][C:9]2[S:13][N:12]=[C:11]([C@H:14]3[CH2:18][O:17][C:16]4([CH2:23][CH2:22][CH2:21][CH2:20][CH2:19]4)[O:15]3)[N:10]=2)=[N:6][CH:7]=1.[SH:32][CH2:33][CH2:34][C:35]([O:37][CH3:38])=[O:36].C(N(CC)C(C)C)(C)C. The catalyst is C1C=CC(/C=C/C(/C=C/C2C=CC=CC=2)=O)=CC=1.C1C=CC(/C=C/C(/C=C/C2C=CC=CC=2)=O)=CC=1.C1C=CC(/C=C/C(/C=C/C2C=CC=CC=2)=O)=CC=1.[Pd].[Pd]. The product is [O:15]1[C:16]2([CH2:23][CH2:22][CH2:21][CH2:20][CH2:19]2)[O:17][CH2:18][C@@H:14]1[C:11]1[N:10]=[C:9]([NH:8][C:5]2[N:6]=[CH:7][C:2]([S:32][CH2:33][CH2:34][C:35]([O:37][CH3:38])=[O:36])=[CH:3][C:4]=2[O:24][C:25]2[C:26]([CH3:31])=[N:27][CH:28]=[CH:29][CH:30]=2)[S:13][N:12]=1. The yield is 0.680. (3) The reactants are [N+:1]([C:4]1[CH:5]=[C:6]2[C:10](=[CH:11][CH:12]=1)[NH:9][C:8]([C:13]1[CH:18]=[CH:17][CH:16]=[CH:15][N:14]=1)=[CH:7]2)([O-])=O.Cl[Sn]Cl.O. The catalyst is CCO. The product is [N:14]1[CH:15]=[CH:16][CH:17]=[CH:18][C:13]=1[C:8]1[NH:9][C:10]2[C:6]([CH:7]=1)=[CH:5][C:4]([NH2:1])=[CH:12][CH:11]=2. The yield is 0.200. (4) The reactants are C(OC([S:6][C:7]1[C:8]([CH3:16])=[C:9]([CH:13]=[CH:14][CH:15]=1)[C:10]([OH:12])=[O:11])=S)C.[OH-].[Na+].Cl. No catalyst specified. The product is [SH:6][C:7]1[C:8]([CH3:16])=[C:9]([CH:13]=[CH:14][CH:15]=1)[C:10]([OH:12])=[O:11]. The yield is 0.990. (5) The reactants are [NH2:1][C:2]1([CH2:5][OH:6])[CH2:4][CH2:3]1.C(N(CC)CC)C.Cl[Si:15]([C:18]([CH3:21])([CH3:20])[CH3:19])([CH3:17])[CH3:16]. The catalyst is CN(C)C1C=CN=CC=1.ClCCl. The product is [CH3:19][C:18]([Si:15]([CH3:17])([CH3:16])[O:6][CH2:5][C:2]1([NH2:1])[CH2:4][CH2:3]1)([CH3:21])[CH3:20]. The yield is 0.780. (6) The reactants are [Cl:1][C:2]1[CH:7]=[CH:6][C:5]([CH3:8])=[CH:4][C:3]=1[C:9]1[CH:14]=[CH:13][CH:12]=[CH:11][CH:10]=1.C1C(=O)N([Br:22])C(=O)C1.CC(N=NC(C#N)(C)C)(C#N)C. The catalyst is C(Cl)(Cl)(Cl)Cl. The product is [Br:22][CH2:8][C:5]1[CH:6]=[CH:7][C:2]([Cl:1])=[C:3]([C:9]2[CH:10]=[CH:11][CH:12]=[CH:13][CH:14]=2)[CH:4]=1. The yield is 0.740. (7) The reactants are [NH2:1][C@@H:2]([CH2:5][O:6][CH2:7][C:8]1[CH:13]=[CH:12][CH:11]=[CH:10][CH:9]=1)[CH2:3][OH:4].[CH:14]1([CH2:20][CH2:21][C@H:22]2[CH2:24][O:23]2)[CH2:19][CH2:18][CH2:17][CH2:16][CH2:15]1. The catalyst is C(O)C. The product is [CH2:7]([O:6][CH2:5][C@H:2]([NH:1][CH2:24][C@@H:22]([OH:23])[CH2:21][CH2:20][CH:14]1[CH2:19][CH2:18][CH2:17][CH2:16][CH2:15]1)[CH2:3][OH:4])[C:8]1[CH:13]=[CH:12][CH:11]=[CH:10][CH:9]=1. The yield is 0.570. (8) The yield is 0.770. The product is [NH2:1][C:2]1[CH:3]=[C:4]([C:17]2[C:18]([C:24]([OH:26])=[O:25])=[CH:19][C:20]([Cl:23])=[CH:21][CH:22]=2)[CH:5]=[CH:6][C:7]=1[N:8]([CH2:9][CH:10]([CH3:11])[CH3:12])[CH2:13][CH:14]([CH3:16])[CH3:15]. The reactants are [NH2:1][C:2]1[CH:3]=[C:4]([C:17]2[C:18]([C:24]([O:26]C)=[O:25])=[CH:19][C:20]([Cl:23])=[CH:21][CH:22]=2)[CH:5]=[CH:6][C:7]=1[N:8]([CH2:13][CH:14]([CH3:16])[CH3:15])[CH2:9][CH:10]([CH3:12])[CH3:11].[Li+].[OH-].Cl. The catalyst is CO.C1COCC1.